This data is from Forward reaction prediction with 1.9M reactions from USPTO patents (1976-2016). The task is: Predict the product of the given reaction. (1) Given the reactants ClC1C(Cl)=C(C)NC=1C(NC1CCN(C2SC(C#N)=C(O)N=2)CC1)=O.[Cl:26][C:27]1[C:31]([Cl:32])=[C:30]([C:33]#[N:34])[NH:29][C:28]=1[C:35]([NH:37][CH:38]1[CH2:43][CH2:42][N:41]([C:44]2[S:45][C:46]([C:49]([O:51]C)=[O:50])=[CH:47][N:48]=2)[CH2:40][CH2:39]1)=[O:36], predict the reaction product. The product is: [Cl:26][C:27]1[C:31]([Cl:32])=[C:30]([C:33]#[N:34])[NH:29][C:28]=1[C:35]([NH:37][CH:38]1[CH2:43][CH2:42][N:41]([C:44]2[S:45][C:46]([C:49]([OH:51])=[O:50])=[CH:47][N:48]=2)[CH2:40][CH2:39]1)=[O:36]. (2) Given the reactants [CH3:1][N:2]1[CH2:7][CH2:6][CH2:5][C:4]2([NH:12][C:11](=[O:13])[C:10]3[CH:14]=[C:15](/[CH:18]=[CH:19]/[C:20]([NH:22][O:23]C4CCCCO4)=[O:21])[CH:16]=[CH:17][C:9]=3[O:8]2)[CH2:3]1.Cl, predict the reaction product. The product is: [CH3:1][N:2]1[CH2:7][CH2:6][CH2:5][C:4]2([NH:12][C:11](=[O:13])[C:10]3[CH:14]=[C:15](/[CH:18]=[CH:19]/[C:20]([NH:22][OH:23])=[O:21])[CH:16]=[CH:17][C:9]=3[O:8]2)[CH2:3]1. (3) Given the reactants Br[C:2]1[CH:7]=[CH:6][C:5]([CH2:8][N:9]2[CH2:14][CH2:13][CH2:12][CH2:11][CH2:10]2)=[CH:4][N:3]=1.[C:15]([N:18]1[C:27]2[C:22](=[CH:23][C:24](B3OC(C)(C)C(C)(C)O3)=[CH:25][CH:26]=2)[C@H:21]([NH:37][C:38](=[O:43])[O:39][CH:40]([CH3:42])[CH3:41])[CH2:20][C@@H:19]1[CH3:44])(=[O:17])[CH3:16].C(N1C2C(=CC(B3OC(C)(C)C(C)(C)O3)=CC=2)C(NC(=O)OC(C)C)CC1C)(=O)C.C(=O)([O-])[O-].[K+].[K+], predict the reaction product. The product is: [C:15]([N:18]1[C:27]2[C:22](=[CH:23][C:24]([C:2]3[CH:7]=[CH:6][C:5]([CH2:8][N:9]4[CH2:14][CH2:13][CH2:12][CH2:11][CH2:10]4)=[CH:4][N:3]=3)=[CH:25][CH:26]=2)[C@H:21]([NH:37][C:38](=[O:43])[O:39][CH:40]([CH3:41])[CH3:42])[CH2:20][C@@H:19]1[CH3:44])(=[O:17])[CH3:16]. (4) Given the reactants Br[C:2]1[CH:3]=[CH:4][CH:5]=[C:6]2[C:10]=1[C:9](=[O:11])[N:8]([CH2:12][CH2:13][C:14]1[N:19]=[C:18]3[CH:20]=[CH:21][S:22][C:17]3=[CH:16][CH:15]=1)[CH2:7]2.C([O-])([O-])=O.[Cs+].[Cs+].C1(P(C2CCCCC2)C2C=CC=CC=2C2C(C(C)C)=CC(C(C)C)=CC=2C(C)C)CCCCC1.[NH:63]1[CH2:68][CH2:67][O:66][CH2:65][CH2:64]1, predict the reaction product. The product is: [O:66]1[CH2:67][CH2:68][N:63]([C:2]2[CH:3]=[CH:4][CH:5]=[C:6]3[C:10]=2[C:9](=[O:11])[N:8]([CH2:12][CH2:13][C:14]2[N:19]=[C:18]4[CH:20]=[CH:21][S:22][C:17]4=[CH:16][CH:15]=2)[CH2:7]3)[CH2:64][CH2:65]1. (5) Given the reactants [NH2:1][C:2]1[CH:7]=[C:6]([C:8]([F:11])([F:10])[F:9])[CH:5]=[CH:4][C:3]=1[OH:12].[CH3:13][S:14][C:15]1[CH:23]=[CH:22][CH:21]=[CH:20][C:16]=1[C:17](O)=[O:18].CCN=C=NCCCN(C)C.Cl, predict the reaction product. The product is: [OH:12][C:3]1[CH:4]=[CH:5][C:6]([C:8]([F:9])([F:10])[F:11])=[CH:7][C:2]=1[NH:1][C:17](=[O:18])[C:16]1[CH:20]=[CH:21][CH:22]=[CH:23][C:15]=1[S:14][CH3:13]. (6) The product is: [C:1]([O:5][C:6]([N:8]1[C@@H:13]([C@@H:14]([OH:28])[C@@H:15]([NH2:25])[CH2:16][C:17]2[CH:22]=[CH:21][CH:20]=[CH:19][C:18]=2[CH2:23][CH3:24])[CH2:12][O:11][C@@H:10]([O:29][CH2:30][C:31]([CH3:32])([CH3:34])[CH3:33])[C@@H:9]1[CH3:35])=[O:7])([CH3:3])([CH3:4])[CH3:2]. Given the reactants [C:1]([O:5][C:6]([N:8]1[C@@H:13]([C@@H:14]([OH:28])[C@@H:15]([N+:25]([O-])=O)[CH2:16][C:17]2[CH:22]=[CH:21][CH:20]=[CH:19][C:18]=2[CH2:23][CH3:24])[CH2:12][O:11][C@@H:10]([O:29][CH2:30][C:31]([CH3:34])([CH3:33])[CH3:32])[C@@H:9]1[CH3:35])=[O:7])([CH3:4])([CH3:3])[CH3:2].[BH4-].[Na+], predict the reaction product. (7) Given the reactants [C:1]([C:3]1[C:4](OS(C(F)(F)F)(=O)=O)=[N:5][C:6]([CH:26]2[CH2:28][CH2:27]2)=[CH:7][C:8]=1[C:9]1[CH:14]=[CH:13][C:12]([NH:15][C:16]([NH:18][C:19]2[CH:24]=[CH:23][CH:22]=[CH:21][C:20]=2[F:25])=O)=[CH:11][CH:10]=1)#[N:2].[OH2:37].[NH2:38][NH2:39], predict the reaction product. The product is: [NH2:2][C:1]1[C:3]2[C:4](=[N:5][C:6]([CH:26]3[CH2:28][CH2:27]3)=[CH:7][C:8]=2[C:9]2[CH:10]=[CH:11][C:12]([NH:15][C:16]([NH:18][C:19]3[CH:24]=[CH:23][CH:22]=[CH:21][C:20]=3[F:25])=[O:37])=[CH:13][CH:14]=2)[NH:39][N:38]=1.